Task: Predict the reactants needed to synthesize the given product.. Dataset: Full USPTO retrosynthesis dataset with 1.9M reactions from patents (1976-2016) (1) Given the product [CH2:1]([O:8][C:9](=[O:35])[CH2:10][CH2:11][CH:12]1[CH:17]([C:18](=[O:20])[NH:48][S:45]([CH2:44][C:38]2[CH:39]=[CH:40][C:41]([F:43])=[CH:42][C:37]=2[F:36])(=[O:46])=[O:47])[CH2:16][CH2:15][N:14]([C:21]2[C:26]([C:27]#[N:28])=[CH:25][C:24]([C:29]([O:31][CH2:32][CH3:33])=[O:30])=[C:23]([CH3:34])[N:22]=2)[CH2:13]1)[C:2]1[CH:7]=[CH:6][CH:5]=[CH:4][CH:3]=1, predict the reactants needed to synthesize it. The reactants are: [CH2:1]([O:8][C:9](=[O:35])[CH2:10][CH2:11][CH:12]1[CH:17]([C:18]([OH:20])=O)[CH2:16][CH2:15][N:14]([C:21]2[C:26]([C:27]#[N:28])=[CH:25][C:24]([C:29]([O:31][CH2:32][CH3:33])=[O:30])=[C:23]([CH3:34])[N:22]=2)[CH2:13]1)[C:2]1[CH:7]=[CH:6][CH:5]=[CH:4][CH:3]=1.[F:36][C:37]1[CH:42]=[C:41]([F:43])[CH:40]=[CH:39][C:38]=1[CH2:44][S:45]([NH2:48])(=[O:47])=[O:46]. (2) Given the product [ClH:38].[Cl:38][C:35]1[CH:36]=[CH:37][C:32]([C@@H:12]([CH2:11][NH:7][CH:8]([CH3:10])[CH3:9])[C:13]([N:15]2[CH2:16][CH2:17][N:18]([C:21]3[C:22]4[C@H:29]([CH3:30])[CH2:28][C@@H:27]([OH:31])[C:23]=4[N:24]=[CH:25][N:26]=3)[CH2:19][CH2:20]2)=[O:14])=[CH:33][CH:34]=1, predict the reactants needed to synthesize it. The reactants are: C(OC(=O)[N:7]([CH2:11][C@H:12]([C:32]1[CH:37]=[CH:36][C:35]([Cl:38])=[CH:34][CH:33]=1)[C:13]([N:15]1[CH2:20][CH2:19][N:18]([C:21]2[C:22]3[C@H:29]([CH3:30])[CH2:28][C@@H:27]([OH:31])[C:23]=3[N:24]=[CH:25][N:26]=2)[CH2:17][CH2:16]1)=[O:14])[CH:8]([CH3:10])[CH3:9])(C)(C)C.Cl. (3) The reactants are: Br.Br.[C:3]1([CH3:21])[CH:8]=[CH:7][C:6]([S:9]([N:12]2[CH2:20][CH2:19][NH:18][CH2:17][CH2:16][NH:15][CH2:14][CH2:13]2)(=[O:11])=[O:10])=[CH:5][CH:4]=1.[C:22]([O-:25])([O-:24])=O.[K+].[K+].Cl[C:29]([O:31][CH2:32][C:33]1[CH:38]=[CH:37][CH:36]=[CH:35][CH:34]=1)=[O:30]. Given the product [C:3]1([CH3:21])[CH:4]=[CH:5][C:6]([S:9]([N:12]2[CH2:13][CH2:14][N:15]([C:22]([O:25][CH2:21][C:3]3[CH:8]=[CH:7][CH:6]=[CH:5][CH:4]=3)=[O:24])[CH2:16][CH2:17][N:18]([C:29]([O:31][CH2:32][C:33]3[CH:38]=[CH:37][CH:36]=[CH:35][CH:34]=3)=[O:30])[CH2:19][CH2:20]2)(=[O:10])=[O:11])=[CH:7][CH:8]=1, predict the reactants needed to synthesize it. (4) Given the product [Cl:1][C:2]1[CH:3]=[CH:4][C:5]([C:8]2[CH:9]=[C:10]([NH:20][C:28](=[O:29])[C:24]3[CH:23]=[C:22]([CH3:21])[CH:27]=[N:26][CH:25]=3)[CH:11]=[N:12][C:13]=2[O:14][CH2:15][C:16]([F:17])([F:18])[F:19])=[CH:6][CH:7]=1, predict the reactants needed to synthesize it. The reactants are: [Cl:1][C:2]1[CH:7]=[CH:6][C:5]([C:8]2[CH:9]=[C:10]([NH2:20])[CH:11]=[N:12][C:13]=2[O:14][CH2:15][C:16]([F:19])([F:18])[F:17])=[CH:4][CH:3]=1.[CH3:21][C:22]1[CH:23]=[C:24]([C:28](O)=[O:29])[CH:25]=[N:26][CH:27]=1. (5) Given the product [F:5][C:6]1[CH:7]=[CH:8][C:9]([CH2:12][C:13]2[CH:14]=[C:15]([N+:1]([O-:4])=[O:2])[C:16](=[O:19])[NH:17][CH:18]=2)=[CH:10][CH:11]=1, predict the reactants needed to synthesize it. The reactants are: [N+:1]([O-:4])(O)=[O:2].[F:5][C:6]1[CH:11]=[CH:10][C:9]([CH2:12][C:13]2[CH:14]=[CH:15][C:16](=[O:19])[NH:17][CH:18]=2)=[CH:8][CH:7]=1.O. (6) Given the product [CH3:13][N:14]([CH3:18])[CH2:15][C:16]#[C:17][C:4]1[CH:5]=[C:6]([CH:10]=[CH:11][C:12]=1[O:30][CH3:29])[C:7]([OH:9])=[O:8], predict the reactants needed to synthesize it. The reactants are: ICO[C:4]1[CH:5]=[C:6]([CH:10]=[CH:11][CH:12]=1)[C:7]([OH:9])=[O:8].[CH3:13][N:14]([CH3:18])[CH2:15][C:16]#[CH:17].C(N(CC)CC)C.CN([CH:29]=[O:30])C.